Dataset: Forward reaction prediction with 1.9M reactions from USPTO patents (1976-2016). Task: Predict the product of the given reaction. (1) The product is: [F:1][C:2]1[CH:3]=[CH:4][CH:5]=[C:6]2[C:11]=1[N:10]=[C:9]([N:12]1[CH2:13][CH2:14][N:15]([C:18]3[CH:23]=[CH:22][CH:21]=[C:20]([O:24][CH3:25])[CH:19]=3)[CH2:16][CH2:17]1)[N:8]([C:26]1[CH:31]=[C:30]([C:32]([F:35])([F:34])[F:33])[CH:29]=[CH:28][C:27]=1[O:36][CH3:37])[CH:7]2[CH2:38][C:39]([O:41][CH3:47])=[O:40]. Given the reactants [F:1][C:2]1[CH:3]=[CH:4][CH:5]=[C:6]2[C:11]=1[N:10]=[C:9]([N:12]1[CH2:17][CH2:16][N:15]([C:18]3[CH:23]=[CH:22][CH:21]=[C:20]([O:24][CH3:25])[CH:19]=3)[CH2:14][CH2:13]1)[N:8]([C:26]1[CH:31]=[C:30]([C:32]([F:35])([F:34])[F:33])[CH:29]=[CH:28][C:27]=1[O:36][CH3:37])[CH:7]2[CH2:38][C:39]([OH:41])=[O:40].S(=O)(=O)(O)O.[CH3:47]O, predict the reaction product. (2) Given the reactants [Br:1][C:2]1[CH:3]=[C:4]([NH2:9])[C:5]([NH2:8])=[CH:6][CH:7]=1.[C:10](O)([C:12]([F:15])([F:14])[F:13])=O.Cl, predict the reaction product. The product is: [Br:1][C:2]1[CH:7]=[CH:6][C:5]2[NH:8][C:10]([C:12]([F:15])([F:14])[F:13])=[N:9][C:4]=2[CH:3]=1.